Dataset: Full USPTO retrosynthesis dataset with 1.9M reactions from patents (1976-2016). Task: Predict the reactants needed to synthesize the given product. (1) Given the product [CH3:8][O:9][C:10]1[CH:15]=[C:14]([N:16]2[CH:20]=[CH:19][CH:18]=[N:17]2)[CH:13]=[CH:12][C:11]=1[C:21]1[N:26]=[N:25][C:24]([O:27][CH:28]2[CH2:33][CH2:32][NH:31][CH2:30][CH2:29]2)=[CH:23][CH:22]=1, predict the reactants needed to synthesize it. The reactants are: FC(F)(F)C(O)=O.[CH3:8][O:9][C:10]1[CH:15]=[C:14]([N:16]2[CH:20]=[CH:19][CH:18]=[N:17]2)[CH:13]=[CH:12][C:11]=1[C:21]1[N:26]=[N:25][C:24]([O:27][CH:28]2[CH2:33][CH2:32][N:31](C(OC(C)(C)C)=O)[CH2:30][CH2:29]2)=[CH:23][CH:22]=1.[OH-].[Na+]. (2) Given the product [CH3:8][C@@H:7]([C@@H:9]1[C@@:27]2([CH3:28])[CH2:26][CH2:25][C@@H:24]3[C@@:22]4([CH3:23])[CH2:21][CH2:20][C@H:18]([O:19][C:29]([CH2:30][CH2:31][C:32]([OH:34])=[O:33])=[O:35])[CH2:17][C:16]4=[CH:15][CH2:14][C@H:13]3[C@@H:12]2[CH2:11][CH2:10]1)[CH2:6][CH2:5][CH2:4][CH:2]([CH3:1])[CH3:3], predict the reactants needed to synthesize it. The reactants are: [CH3:1][CH:2]([CH2:4][CH2:5][CH2:6][C@H:7]([C@@H:9]1[C@:27]2([CH3:28])[C@H:12]([C@H:13]3[C@H:24]([CH2:25][CH2:26]2)[C@:22]2([CH3:23])[C:16]([CH2:17][C@H:18]([CH2:20][CH2:21]2)[OH:19])=[CH:15][CH2:14]3)[CH2:11][CH2:10]1)[CH3:8])[CH3:3].[C:29]1(=[O:35])[O:34][C:32](=[O:33])[CH2:31][CH2:30]1.C(N(CC)CC)C.CO. (3) Given the product [C:1]1([N:7]2[C:8]3=[N:9][CH:10]=[CH:11][C:12]([C:15]4[CH:16]=[CH:17][CH:18]=[CH:19][CH:20]=4)=[C:13]3[N:14]=[CH:21]2)[CH:6]=[CH:5][CH:4]=[CH:3][CH:2]=1, predict the reactants needed to synthesize it. The reactants are: [C:1]1([NH:7][C:8]2[C:13]([NH2:14])=[C:12]([C:15]3[CH:20]=[CH:19][CH:18]=[CH:17][CH:16]=3)[CH:11]=[CH:10][N:9]=2)[CH:6]=[CH:5][CH:4]=[CH:3][CH:2]=1.[CH2:21](OC=C(C#N)C#N)C. (4) Given the product [O:45]=[C:43]1[C:42]2[C:41](=[CH:49][CH:48]=[CH:47][CH:46]=2)[C:40](=[O:50])[N:44]1[CH:2]1[C:11]2[C:6](=[CH:7][CH:8]=[C:9]([O:12][CH3:13])[CH:10]=2)[CH2:5][N:4]([C:14]([O:16][C:17]([CH3:20])([CH3:19])[CH3:18])=[O:15])[CH2:3]1, predict the reactants needed to synthesize it. The reactants are: O[CH:2]1[C:11]2[C:6](=[CH:7][CH:8]=[C:9]([O:12][CH3:13])[CH:10]=2)[CH2:5][N:4]([C:14]([O:16][C:17]([CH3:20])([CH3:19])[CH3:18])=[O:15])[CH2:3]1.C1(P(C2C=CC=CC=2)C2C=CC=CC=2)C=CC=CC=1.[C:40]1(=[O:50])[NH:44][C:43](=[O:45])[C:42]2=[CH:46][CH:47]=[CH:48][CH:49]=[C:41]12.N(C(OC(C)C)=O)=NC(OC(C)C)=O. (5) Given the product [NH2:20][C:17]1[CH:16]=[CH:15][C:14]([O:13][C:11]2[CH:10]=[CH:9][N:8]=[C:7]([NH:6][C:4](=[O:5])[CH2:3][O:2][CH3:1])[CH:12]=2)=[CH:19][CH:18]=1, predict the reactants needed to synthesize it. The reactants are: [CH3:1][O:2][CH2:3][C:4]([NH:6][C:7]1[CH:12]=[C:11]([O:13][C:14]2[CH:19]=[CH:18][C:17]([N+:20]([O-])=O)=[CH:16][CH:15]=2)[CH:10]=[CH:9][N:8]=1)=[O:5].[H][H]. (6) Given the product [NH:1]([C:17]([O:19][C:20]([CH3:21])([CH3:22])[CH3:23])=[O:18])[C@H:2]([C:7]([NH:24][C@H:25]([C:31]([O:33][C:34]([CH3:37])([CH3:36])[CH3:35])=[O:32])[CH2:26][CH2:27][C:28](=[O:29])[OH:30])=[O:9])[CH2:3][CH:4]([CH3:5])[CH3:6], predict the reactants needed to synthesize it. The reactants are: [NH:1]([C:17]([O:19][C:20]([CH3:23])([CH3:22])[CH3:21])=[O:18])[C@H:2]([C:7]([O:9]N1C(=O)CCC1=O)=O)[CH2:3][CH:4]([CH3:6])[CH3:5].[NH2:24][C@H:25]([C:31]([O:33][C:34]([CH3:37])([CH3:36])[CH3:35])=[O:32])[CH2:26][CH2:27][C:28](=[O:30])[OH:29].CN1CCOCC1. (7) Given the product [Br:19][C:20]1[C:21]([CH:27]([OH:28])[C:30]([F:32])([F:31])[F:29])=[N:22][CH:23]=[CH:24][C:25]=1[CH3:26], predict the reactants needed to synthesize it. The reactants are: [F-].C([N+](CCCC)(CCCC)CCCC)CCC.[Br:19][C:20]1[C:21]([CH:27]=[O:28])=[N:22][CH:23]=[CH:24][C:25]=1[CH3:26].[F:29][C:30]([Si](C)(C)C)([F:32])[F:31]. (8) Given the product [NH2:1][C:2]1[C:3](=[O:35])[NH:4][C:5]2[C:10]([N:11]=1)=[C:9]([O:12][C:13]1[CH:18]=[C:17]([C:19]3[CH:24]=[CH:23][C:22]([C:25]([F:28])([F:27])[F:26])=[CH:21][CH:20]=3)[N:16]=[C:15]([N:29]3[CH2:34][CH2:33][N:32]([CH2:36][CH:37]([CH3:39])[CH3:38])[CH2:31][CH2:30]3)[N:14]=1)[CH:8]=[CH:7][CH:6]=2, predict the reactants needed to synthesize it. The reactants are: [NH2:1][C:2]1[C:3](=[O:35])[NH:4][C:5]2[C:10]([N:11]=1)=[C:9]([O:12][C:13]1[CH:18]=[C:17]([C:19]3[CH:24]=[CH:23][C:22]([C:25]([F:28])([F:27])[F:26])=[CH:21][CH:20]=3)[N:16]=[C:15]([N:29]3[CH2:34][CH2:33][NH:32][CH2:31][CH2:30]3)[N:14]=1)[CH:8]=[CH:7][CH:6]=2.[CH:36](=O)[CH:37]([CH3:39])[CH3:38].